From a dataset of Full USPTO retrosynthesis dataset with 1.9M reactions from patents (1976-2016). Predict the reactants needed to synthesize the given product. (1) Given the product [N+:8]([C:4]1[CH:3]=[C:2]([N:14]2[CH2:13][C@H:12]3[O:19][C@H:16]([CH2:17][CH2:18]3)[CH2:15]2)[CH:7]=[CH:6][CH:5]=1)([O-:10])=[O:9], predict the reactants needed to synthesize it. The reactants are: Br[C:2]1[CH:7]=[CH:6][CH:5]=[C:4]([N+:8]([O-:10])=[O:9])[CH:3]=1.Cl.[C@@H:12]12[O:19][C@@H:16]([CH2:17][CH2:18]1)[CH2:15][NH:14][CH2:13]2.CC(C1C=C(C(C)C)C(C2C=CC=CC=2P(C2CCCCC2)C2CCCCC2)=C(C(C)C)C=1)C.C([O-])([O-])=O.[Cs+].[Cs+]. (2) Given the product [CH3:14][O:13][C:10]1[N:11]=[CH:12][C:7]([CH:18]=[O:19])=[CH:8][CH:9]=1, predict the reactants needed to synthesize it. The reactants are: C([Li])CCC.Br[C:7]1[CH:8]=[CH:9][C:10]([O:13][CH3:14])=[N:11][CH:12]=1.CN([CH:18]=[O:19])C. (3) Given the product [CH2:15]([O:14][C:12](=[O:13])[CH:11]([NH:5][C:4]1[CH:6]=[CH:7][C:8]([Cl:9])=[C:2]([Cl:1])[CH:3]=1)[CH3:17])[CH3:16], predict the reactants needed to synthesize it. The reactants are: [Cl:1][C:2]1[CH:3]=[C:4]([CH:6]=[CH:7][C:8]=1[Cl:9])[NH2:5].Br[CH:11]([CH3:17])[C:12]([O:14][CH2:15][CH3:16])=[O:13].C([O-])(O)=O.[Na+].